From a dataset of Forward reaction prediction with 1.9M reactions from USPTO patents (1976-2016). Predict the product of the given reaction. (1) Given the reactants N#N.Br[C:4]1[C:5]([NH:11][C:12]2[CH:22]=[CH:21][CH:20]=[CH:19][C:13]=2[C:14]([NH:16][O:17][CH3:18])=[O:15])=[CH:6][C:7]([Cl:10])=[N:8][CH:9]=1.[CH:23]1(B(O)O)[CH2:25][CH2:24]1.[Na+].[Br-].[F-].[K+], predict the reaction product. The product is: [Cl:10][C:7]1[CH:6]=[C:5]([NH:11][C:12]2[CH:22]=[CH:21][CH:20]=[CH:19][C:13]=2[C:14]([NH:16][O:17][CH3:18])=[O:15])[C:4]([CH:23]2[CH2:25][CH2:24]2)=[CH:9][N:8]=1. (2) Given the reactants [Cl:1][C:2]1[CH:3]=[C:4]([CH:19]=[CH:20][C:21]=1[C:22]([OH:24])=O)[C:5]([NH:7][CH2:8][C:9]1[NH:13][C:12]2[CH:14]=[CH:15][C:16]([Cl:18])=[CH:17][C:11]=2[N:10]=1)=[O:6].[CH3:25][O:26][CH2:27][C@H:28]1[CH2:32][CH2:31][CH2:30][NH:29]1.CN(C(ON1N=NC2C=CC=CC1=2)=[N+](C)C)C.[B-](F)(F)(F)F.C(N(CC)CC)C, predict the reaction product. The product is: [Cl:1][C:2]1[CH:3]=[C:4]([CH:19]=[CH:20][C:21]=1[C:22]([N:29]1[CH2:30][CH2:31][CH2:32][C@@H:28]1[CH2:27][O:26][CH3:25])=[O:24])[C:5]([NH:7][CH2:8][C:9]1[NH:13][C:12]2[CH:14]=[CH:15][C:16]([Cl:18])=[CH:17][C:11]=2[N:10]=1)=[O:6]. (3) Given the reactants [O:1]1[C:5]2[CH:6]=[CH:7][CH:8]=[CH:9][C:4]=2[CH:3]=[C:2]1[C:10]([NH:12][C:13]1([C:19]([NH:21][CH:22]2[CH2:27][CH2:26][N:25]([C:28]3[CH:33]=[CH:32][CH:31]=[CH:30][C:29]=3[NH2:34])[CH2:24][C:23]2=[O:35])=[O:20])[CH2:18][CH2:17][CH2:16][CH2:15][CH2:14]1)=[O:11].[N-:36]=[N+:37]=[N-:38].[Na+].[CH:40](OCC)(OCC)OCC, predict the reaction product. The product is: [O:1]1[C:5]2[CH:6]=[CH:7][CH:8]=[CH:9][C:4]=2[CH:3]=[C:2]1[C:10]([NH:12][C:13]1([C:19]([NH:21][CH:22]2[CH2:27][CH2:26][N:25]([C:28]3[CH:33]=[CH:32][CH:31]=[CH:30][C:29]=3[N:34]3[CH:40]=[N:38][N:37]=[N:36]3)[CH2:24][CH:23]2[OH:35])=[O:20])[CH2:18][CH2:17][CH2:16][CH2:15][CH2:14]1)=[O:11].